From a dataset of Full USPTO retrosynthesis dataset with 1.9M reactions from patents (1976-2016). Predict the reactants needed to synthesize the given product. (1) Given the product [CH2:37]([N:22]([CH2:20][CH3:21])[CH2:23][CH2:24][NH:25][C:26]([C:28]1[C:32]([CH3:33])=[C:31]([CH:34]=[C:10]2[C:9]3[C:4](=[CH:5][CH:6]=[CH:7][C:8]=3[C:11]3[CH:12]=[N:13][CH:14]=[C:15]([CH:19]=3)[C:16]([OH:18])=[O:17])[NH:3][C:2]2=[O:1])[NH:30][C:29]=1[CH3:36])=[O:27])[CH3:38], predict the reactants needed to synthesize it. The reactants are: [O:1]=[C:2]1[CH2:10][C:9]2[C:4](=[CH:5][CH:6]=[CH:7][C:8]=2[C:11]2[CH:12]=[N:13][CH:14]=[C:15]([CH:19]=2)[C:16]([OH:18])=[O:17])[NH:3]1.[CH2:20]([N:22]([CH2:37][CH3:38])[CH2:23][CH2:24][NH:25][C:26]([C:28]1[C:32]([CH3:33])=[C:31]([CH:34]=O)[NH:30][C:29]=1[CH3:36])=[O:27])[CH3:21].N1CCCCC1. (2) Given the product [Cl:26][C:27]1[N:28]=[CH:29][C:30]([C:31]2[N:7]([CH:6]([CH:18]3[CH2:23][CH2:22][CH2:21][CH2:20][CH2:19]3)[C:47]([NH:46][C@H:43]3[CH2:44][CH2:45][C@H:40]([C:38]([OH:37])=[O:39])[CH2:41][CH2:42]3)=[O:50])[C:8]3[CH:13]=[C:12]([F:14])[C:11]([F:15])=[CH:10][C:9]=3[N:16]=2)=[CH:34][CH:35]=1, predict the reactants needed to synthesize it. The reactants are: C(O[C:6](=O)[NH:7][C:8]1[CH:13]=[C:12]([F:14])[C:11]([F:15])=[CH:10][C:9]=1[NH2:16])(C)(C)C.[CH:18]1(C=O)[CH2:23][CH2:22][CH2:21][CH2:20][CH2:19]1.[Cl:26][C:27]1[CH:35]=[CH:34][C:30]([C:31](O)=O)=[CH:29][N:28]=1.C[O:37][C:38]([C@H:40]1[CH2:45][CH2:44][C@H:43]([N+:46]#[C-:47])[CH2:42][CH2:41]1)=[O:39].Cl.C[OH:50].